Dataset: Forward reaction prediction with 1.9M reactions from USPTO patents (1976-2016). Task: Predict the product of the given reaction. (1) Given the reactants [OH-].[Na+].C([O:5][C:6](=[O:18])[CH2:7][CH:8]1[CH2:13][CH2:12][N:11]([C:14]([CH3:17])([CH3:16])[CH3:15])[CH2:10][CH2:9]1)C.Cl, predict the reaction product. The product is: [C:14]([N:11]1[CH2:10][CH2:9][CH:8]([CH2:7][C:6]([OH:18])=[O:5])[CH2:13][CH2:12]1)([CH3:17])([CH3:15])[CH3:16]. (2) Given the reactants C[O:2][C:3]([CH:5]1[CH2:8][N:7]([C:9](=[O:42])[CH2:10][O:11][C:12]2[C:21]([N:22]3[CH2:28][CH2:27][CH2:26][N:25]([CH2:29][C:30]4[CH:34]=[CH:33][N:32]([C:35]5[CH:40]=[CH:39][CH:38]=[CH:37][CH:36]=5)[N:31]=4)[CH2:24][CH2:23]3)=[C:20]3[C:15]([CH:16]=[CH:17][CH:18]=[N:19]3)=[CH:14][C:13]=2[CH3:41])[CH2:6]1)=[O:4].[OH-].[Na+].Cl, predict the reaction product. The product is: [CH3:41][C:13]1[CH:14]=[C:15]2[C:20](=[C:21]([N:22]3[CH2:28][CH2:27][CH2:26][N:25]([CH2:29][C:30]4[CH:34]=[CH:33][N:32]([C:35]5[CH:36]=[CH:37][CH:38]=[CH:39][CH:40]=5)[N:31]=4)[CH2:24][CH2:23]3)[C:12]=1[O:11][CH2:10][C:9]([N:7]1[CH2:6][CH:5]([C:3]([OH:4])=[O:2])[CH2:8]1)=[O:42])[N:19]=[CH:18][CH:17]=[CH:16]2. (3) Given the reactants C([O-])([O-])=O.[K+].[K+].[N:7]1[CH:12]=[CH:11][C:10]([OH:13])=[CH:9][CH:8]=1.Cl[C:15]1[N:20]=[C:19]([C:21]([O:23]C)=[O:22])[CH:18]=[CH:17][N:16]=1.Cl, predict the reaction product. The product is: [O:13]=[C:10]1[CH:11]=[CH:12][N:7]([C:15]2[N:20]=[C:19]([C:21]([OH:23])=[O:22])[CH:18]=[CH:17][N:16]=2)[CH:8]=[CH:9]1. (4) Given the reactants [CH3:1][C:2]1([CH3:14])[C:6]2[CH:7]=[C:8]([C:11](=[O:13])[CH3:12])[CH:9]=[CH:10][C:5]=2[O:4][CH2:3]1.[Al+3].[Cl-].[Cl-].[Cl-].[Br:19]Br.Cl, predict the reaction product. The product is: [Br:19][C:10]1[C:5]2[O:4][CH2:3][C:2]([CH3:14])([CH3:1])[C:6]=2[CH:7]=[C:8]([C:11](=[O:13])[CH3:12])[CH:9]=1. (5) Given the reactants I([O-])(=O)(=O)=O.[Na+].[Cl:7][C:8]1[N:13]=[C:12]([N:14]2[CH2:19][CH2:18][O:17][CH2:16][C@H:15]2[CH3:20])[CH:11]=[C:10]([CH2:21][S:22][CH3:23])[N:9]=1.S(S([O-])=O)([O-])(=O)=[O:25].[Na+].[Na+], predict the reaction product. The product is: [Cl:7][C:8]1[N:13]=[C:12]([N:14]2[CH2:19][CH2:18][O:17][CH2:16][C@H:15]2[CH3:20])[CH:11]=[C:10]([CH2:21][S@@:22]([CH3:23])=[O:25])[N:9]=1. (6) Given the reactants [NH:1]1[CH2:6][CH2:5][CH:4]([CH2:7][C:8]2[N:12]=[C:11]([C:13]3[O:21][C:20]4[CH:19]=[CH:18][N:17]=[CH:16][C:15]=4[CH:14]=3)[O:10][N:9]=2)[CH2:3][CH2:2]1.[CH3:22][O:23][C:24]1[C:25]([N+]([O-])=O)=[N:26][CH:27]=[CH:28][CH:29]=1.CC(O)=O, predict the reaction product. The product is: [CH3:22][O:23][C:24]1[C:25]([N:1]2[CH2:6][CH2:5][CH:4]([CH2:7][C:8]3[N:12]=[C:11]([C:13]4[O:21][C:20]5[CH:19]=[CH:18][N:17]=[CH:16][C:15]=5[CH:14]=4)[O:10][N:9]=3)[CH2:3][CH2:2]2)=[N:26][CH:27]=[CH:28][CH:29]=1. (7) Given the reactants [Cl-].C[SiH](C)C.[Cl:6][C:7]1[CH:14]=[CH:13][CH:12]=[C:11]([F:15])[C:8]=1[CH2:9]Br.[Cl:16][C:17]1[CH:22]=[C:21](Cl)[N:20]=[CH:19][N:18]=1.O, predict the reaction product. The product is: [Cl:16][C:17]1[CH:22]=[C:21]([CH2:9][C:8]2[C:11]([F:15])=[CH:12][CH:13]=[CH:14][C:7]=2[Cl:6])[N:20]=[CH:19][N:18]=1.